From a dataset of NCI-60 drug combinations with 297,098 pairs across 59 cell lines. Regression. Given two drug SMILES strings and cell line genomic features, predict the synergy score measuring deviation from expected non-interaction effect. (1) Drug 1: C1=CC(=C2C(=C1NCCNCCO)C(=O)C3=C(C=CC(=C3C2=O)O)O)NCCNCCO. Drug 2: C1CCC(C(C1)N)N.C(=O)(C(=O)[O-])[O-].[Pt+4]. Cell line: UACC-257. Synergy scores: CSS=9.65, Synergy_ZIP=-1.57, Synergy_Bliss=6.76, Synergy_Loewe=3.01, Synergy_HSA=5.50. (2) Drug 1: CN(CC1=CN=C2C(=N1)C(=NC(=N2)N)N)C3=CC=C(C=C3)C(=O)NC(CCC(=O)O)C(=O)O. Drug 2: COC1=C2C(=CC3=C1OC=C3)C=CC(=O)O2. Cell line: HOP-62. Synergy scores: CSS=5.18, Synergy_ZIP=-0.983, Synergy_Bliss=5.34, Synergy_Loewe=-12.0, Synergy_HSA=1.36. (3) Drug 2: CC(C)(C#N)C1=CC(=CC(=C1)CN2C=NC=N2)C(C)(C)C#N. Synergy scores: CSS=49.6, Synergy_ZIP=-3.01, Synergy_Bliss=-3.23, Synergy_Loewe=-2.36, Synergy_HSA=-1.70. Cell line: ACHN. Drug 1: C1=NC2=C(N1)C(=S)N=C(N2)N. (4) Drug 1: C1=C(C(=O)NC(=O)N1)N(CCCl)CCCl. Drug 2: C1CCC(C(C1)N)N.C(=O)(C(=O)[O-])[O-].[Pt+4]. Cell line: KM12. Synergy scores: CSS=20.8, Synergy_ZIP=-3.65, Synergy_Bliss=-0.808, Synergy_Loewe=5.31, Synergy_HSA=5.40. (5) Drug 1: CN1CCC(CC1)COC2=C(C=C3C(=C2)N=CN=C3NC4=C(C=C(C=C4)Br)F)OC. Synergy scores: CSS=6.57, Synergy_ZIP=-0.968, Synergy_Bliss=1.62, Synergy_Loewe=-2.53, Synergy_HSA=2.79. Drug 2: C1=CC(=CC=C1C#N)C(C2=CC=C(C=C2)C#N)N3C=NC=N3. Cell line: SF-539. (6) Drug 1: CCCS(=O)(=O)NC1=C(C(=C(C=C1)F)C(=O)C2=CNC3=C2C=C(C=N3)C4=CC=C(C=C4)Cl)F. Drug 2: CC(C1=C(C=CC(=C1Cl)F)Cl)OC2=C(N=CC(=C2)C3=CN(N=C3)C4CCNCC4)N. Cell line: A549. Synergy scores: CSS=21.8, Synergy_ZIP=-1.63, Synergy_Bliss=1.51, Synergy_Loewe=-7.63, Synergy_HSA=-1.03. (7) Drug 1: CS(=O)(=O)C1=CC(=C(C=C1)C(=O)NC2=CC(=C(C=C2)Cl)C3=CC=CC=N3)Cl. Drug 2: C1=CC(=CC=C1CCC2=CNC3=C2C(=O)NC(=N3)N)C(=O)NC(CCC(=O)O)C(=O)O. Synergy scores: CSS=20.0, Synergy_ZIP=0.577, Synergy_Bliss=7.75, Synergy_Loewe=4.30, Synergy_HSA=7.40. Cell line: UACC62.